Dataset: Full USPTO retrosynthesis dataset with 1.9M reactions from patents (1976-2016). Task: Predict the reactants needed to synthesize the given product. Given the product [C:26]([O:29][CH2:30][C:31](=[O:32])[CH:20]1[NH:19][CH2:18][C:16]2=[C:15]3[C:11](=[C:10]([C:22]([F:25])([F:24])[F:23])[C:9]([CH2:1][CH2:2][C:3]4[CH:4]=[CH:5][CH:6]=[CH:7][CH:8]=4)=[CH:17]2)[CH:12]=[CH:13][N:14]3[CH2:21]1)(=[O:28])[CH3:27], predict the reactants needed to synthesize it. The reactants are: [CH2:1]([C:9]1[C:10]([C:22]([F:25])([F:24])[F:23])=[C:11]2[C:15]3=[C:16]([CH2:18][NH:19][CH2:20][CH2:21][N:14]3[CH:13]=[CH:12]2)[CH:17]=1)[CH2:2][C:3]1[CH:8]=[CH:7][CH:6]=[CH:5][CH:4]=1.[C:26]([O:29][CH2:30][C:31](Cl)=[O:32])(=[O:28])[CH3:27].C(N(C(C)C)CC)(C)C.